This data is from Forward reaction prediction with 1.9M reactions from USPTO patents (1976-2016). The task is: Predict the product of the given reaction. (1) Given the reactants C(S([NH:7][CH:8]([C:13]1([CH3:17])[CH2:16][O:15][CH2:14]1)[C:9]([NH2:12])=[N:10][OH:11])=O)(C)(C)C.CO[C:20](OC)(N(C)C)[CH3:21].Cl.O1CCOCC1, predict the reaction product. The product is: [CH3:20][C:21]1[O:11][N:10]=[C:9]([CH:8]([C:13]2([CH3:17])[CH2:14][O:15][CH2:16]2)[NH2:7])[N:12]=1. (2) Given the reactants [CH2:1]([O:8][C:9]1[C:14]([C:15]([C:18]2[CH:19]=[C:20]([C:24]3[CH:29]=[CH:28][CH:27]=[CH:26][C:25]=3[O:30][CH3:31])[CH:21]=[CH:22][CH:23]=2)(O)[CH3:16])=[CH:13][CH:12]=[CH:11][C:10]=1[C:32]1[CH:37]=[CH:36][CH:35]=[CH:34][CH:33]=1)[C:2]1[CH:7]=[CH:6][CH:5]=[CH:4][CH:3]=1.C1(C)C=CC(S(O)(=O)=O)=CC=1, predict the reaction product. The product is: [CH2:1]([O:8][C:9]1[C:14]([C:15]([C:18]2[CH:19]=[C:20]([C:24]3[CH:29]=[CH:28][CH:27]=[CH:26][C:25]=3[O:30][CH3:31])[CH:21]=[CH:22][CH:23]=2)=[CH2:16])=[CH:13][CH:12]=[CH:11][C:10]=1[C:32]1[CH:37]=[CH:36][CH:35]=[CH:34][CH:33]=1)[C:2]1[CH:7]=[CH:6][CH:5]=[CH:4][CH:3]=1. (3) Given the reactants [O:1]=[C:2]1[C@H:8]([CH2:9][C:10]([O:12]C)=[O:11])[CH2:7][C:6]2[CH:14]=[CH:15][C:16]([O:18][CH2:19][CH2:20][CH2:21][NH:22][C:23]3[CH:28]=[CH:27][CH:26]=[CH:25][N:24]=3)=[CH:17][C:5]=2[CH2:4][N:3]1[CH2:29][C:30]1[CH:35]=[CH:34][C:33]([F:36])=[C:32]([F:37])[C:31]=1[F:38].C(O)(C(F)(F)F)=O, predict the reaction product. The product is: [O:1]=[C:2]1[C@H:8]([CH2:9][C:10]([OH:12])=[O:11])[CH2:7][C:6]2[CH:14]=[CH:15][C:16]([O:18][CH2:19][CH2:20][CH2:21][NH:22][C:23]3[CH:28]=[CH:27][CH:26]=[CH:25][N:24]=3)=[CH:17][C:5]=2[CH2:4][N:3]1[CH2:29][C:30]1[CH:35]=[CH:34][C:33]([F:36])=[C:32]([F:37])[C:31]=1[F:38].